From a dataset of Reaction yield outcomes from USPTO patents with 853,638 reactions. Predict the reaction yield, written as a fraction of the theoretical maximum amount of product (1.0 means a 100% yield; for example, 0.34 means a 34% yield). (1) The reactants are [H-].[Na+].[NH2:3][C:4]1[CH:5]=[C:6]([SH:10])[CH:7]=[CH:8][CH:9]=1.Cl[C:12]1[C:21]2[C:16](=[CH:17][C:18]([O:24][CH2:25][CH2:26][O:27][CH3:28])=[C:19]([O:22][CH3:23])[CH:20]=2)[N:15]=[CH:14][N:13]=1. The catalyst is O1CCCC1. The product is [CH3:23][O:22][C:19]1[CH:20]=[C:21]2[C:16](=[CH:17][C:18]=1[O:24][CH2:25][CH2:26][O:27][CH3:28])[N:15]=[CH:14][N:13]=[C:12]2[S:10][C:6]1[CH:5]=[C:4]([CH:9]=[CH:8][CH:7]=1)[NH2:3]. The yield is 0.490. (2) The reactants are [NH2:1][C:2]1[CH:7]=[C:6]([CH3:8])[C:5]([CH2:9][CH2:10][S:11]([N:14]2[CH2:31][CH2:30][C:17]3([N:21]=[C:20]([CH:22]4[CH2:27][CH2:26][CH:25]([CH3:28])[CH2:24][CH2:23]4)[NH:19][C:18]3=[O:29])[CH2:16][CH2:15]2)(=[O:13])=[O:12])=[C:4]([CH3:32])[C:3]=1I.[C:34]([N:38]=[C:39]=[O:40])([CH3:37])([CH3:36])[CH3:35].C(N(CC)C(C)C)(C)C.[C]=O.[O:52]1CCC[CH2:53]1. The catalyst is C([O-])(=O)C.[Pd+2].C([O-])(=O)C.C1(P(C2C=CC=CC=2)[C-]2C=CC=C2)C=CC=CC=1.[C-]1(P(C2C=CC=CC=2)C2C=CC=CC=2)C=CC=C1.[Fe+2]. The product is [C:34]([N:38]1[C:53](=[O:52])[C:3]2[C:2](=[CH:7][C:6]([CH3:8])=[C:5]([CH2:9][CH2:10][S:11]([N:14]3[CH2:31][CH2:30][C:17]4([N:21]=[C:20]([CH:22]5[CH2:27][CH2:26][CH:25]([CH3:28])[CH2:24][CH2:23]5)[NH:19][C:18]4=[O:29])[CH2:16][CH2:15]3)(=[O:13])=[O:12])[C:4]=2[CH3:32])[NH:1][C:39]1=[O:40])([CH3:37])([CH3:36])[CH3:35]. The yield is 0.220. (3) The reactants are [ClH:1].[NH2:2][C@@H:3]1[CH2:8][CH2:7][CH2:6][N:5]([C:9]2[C:14]([Br:15])=[CH:13][N:12]=[C:11]3[NH:16][CH:17]=[C:18]([NH:19][C:20]([CH:22]4[CH2:24][CH2:23]4)=[O:21])[C:10]=23)[CH2:4]1.Br[CH2:26][CH2:27][F:28].CCN(C(C)C)C(C)C.O. The catalyst is CN(C=O)C. The product is [ClH:1].[Br:15][C:14]1[C:9]([N:5]2[CH2:6][CH2:7][CH2:8][C@@H:3]([NH:2][CH2:26][CH2:27][F:28])[CH2:4]2)=[C:10]2[C:18]([NH:19][C:20]([CH:22]3[CH2:23][CH2:24]3)=[O:21])=[CH:17][NH:16][C:11]2=[N:12][CH:13]=1. The yield is 0.150. (4) The reactants are [C:1]([C:5]1[CH:10]=[CH:9][C:8]([NH:11][C:12](=[O:21])[C:13]2[CH:18]=[CH:17][C:16]([C:19]#[N:20])=[CH:15][CH:14]=2)=[CH:7][CH:6]=1)([CH3:4])([CH3:3])[CH3:2].Cl.N[CH:24]([SH:26])[CH3:25].C1(C)C=CC=CC=1. The catalyst is O.C([O-])(=O)C.[Zn+2].C([O-])(=O)C.O. The product is [C:1]([C:5]1[CH:10]=[CH:9][C:8]([NH:11][C:12](=[O:21])[C:13]2[CH:14]=[CH:15][C:16]([C:19]3[S:26][CH2:24][CH2:25][N:20]=3)=[CH:17][CH:18]=2)=[CH:7][CH:6]=1)([CH3:4])([CH3:2])[CH3:3]. The yield is 0.770. (5) The reactants are [Cl:1][C:2]1[CH:7]=[CH:6][C:5]([S:8]([N:11]2[CH:20]([CH2:21][CH3:22])[CH2:19][C:14]3([O:18][CH2:17][CH2:16][O:15]3)[CH2:13][CH:12]2[C:23](OCC)=[O:24])(=[O:10])=[O:9])=[CH:4][CH:3]=1.[BH4-].[Li+]. The catalyst is C1COCC1. The product is [Cl:1][C:2]1[CH:7]=[CH:6][C:5]([S:8]([N:11]2[CH:20]([CH2:21][CH3:22])[CH2:19][C:14]3([O:18][CH2:17][CH2:16][O:15]3)[CH2:13][CH:12]2[CH2:23][OH:24])(=[O:10])=[O:9])=[CH:4][CH:3]=1. The yield is 0.570.